Dataset: Forward reaction prediction with 1.9M reactions from USPTO patents (1976-2016). Task: Predict the product of the given reaction. (1) Given the reactants FC(F)(F)C(O)=O.C(OC([NH:15][CH2:16][C:17]1[O:21][N:20]=[C:19]([C:22]2[CH:27]=[CH:26][CH:25]=[CH:24][CH:23]=2)[CH:18]=1)=O)(C)(C)C, predict the reaction product. The product is: [NH2:15][CH2:16][C:17]1[O:21][N:20]=[C:19]([C:22]2[CH:23]=[CH:24][CH:25]=[CH:26][CH:27]=2)[CH:18]=1. (2) Given the reactants [CH2:1]([CH:3]1[C:16]2[C:11](=[CH:12][CH:13]=[C:14]([F:17])[CH:15]=2)[C:10]2[CH:9]=[C:8]([C:18]3[CH:19]=[N:20][CH:21]=[CH:22][CH:23]=3)[CH:7]=[CH:6][C:5]=2[N:4]1[S:24]([C:27]1[CH:32]=[CH:31][C:30]([O:33]C)=[CH:29][CH:28]=1)(=[O:26])=[O:25])[CH3:2].C1CCCCC=1.B(Br)(Br)Br.ClCCl, predict the reaction product. The product is: [CH2:1]([CH:3]1[C:16]2[C:11](=[CH:12][CH:13]=[C:14]([F:17])[CH:15]=2)[C:10]2[CH:9]=[C:8]([C:18]3[CH:19]=[N:20][CH:21]=[CH:22][CH:23]=3)[CH:7]=[CH:6][C:5]=2[N:4]1[S:24]([C:27]1[CH:28]=[CH:29][C:30]([OH:33])=[CH:31][CH:32]=1)(=[O:26])=[O:25])[CH3:2]. (3) Given the reactants C(Cl)(=O)C(Cl)=O.CS(C)=O.[CH2:11]([O:18][C:19]([N:21]1[CH2:26][CH2:25][CH2:24][CH:23]([OH:27])[CH:22]1[CH3:28])=[O:20])[C:12]1[CH:17]=[CH:16][CH:15]=[CH:14][CH:13]=1.C(N(CC)CC)C, predict the reaction product. The product is: [CH2:11]([O:18][C:19]([N:21]1[CH2:26][CH2:25][CH2:24][C:23](=[O:27])[CH:22]1[CH3:28])=[O:20])[C:12]1[CH:17]=[CH:16][CH:15]=[CH:14][CH:13]=1. (4) Given the reactants [C:1]([C:3]1[CH:27]=[CH:26][C:6]([O:7][CH2:8][CH2:9][N:10]([CH2:15][CH2:16][N:17]2[CH2:24][CH:23]3[O:25][CH:19]([CH2:20][NH:21][CH2:22]3)[CH2:18]2)[S:11]([CH3:14])(=[O:13])=[O:12])=[CH:5][CH:4]=1)#[N:2].Br[CH2:29][C:30]1[CH:37]=[CH:36][CH:35]=[CH:34][C:31]=1[C:32]#[N:33].C(=O)([O-])[O-].[K+].[K+], predict the reaction product. The product is: [C:32]([C:31]1[CH:34]=[CH:35][CH:36]=[CH:37][C:30]=1[CH2:29][N:21]1[CH2:22][CH:23]2[O:25][CH:19]([CH2:18][N:17]([CH2:16][CH2:15][N:10]([CH2:9][CH2:8][O:7][C:6]3[CH:5]=[CH:4][C:3]([C:1]#[N:2])=[CH:27][CH:26]=3)[S:11]([CH3:14])(=[O:13])=[O:12])[CH2:24]2)[CH2:20]1)#[N:33]. (5) Given the reactants Cl[C:2]1[CH:15]=[CH:14][C:5]([C:6]([N:8]2[CH2:13][CH2:12][CH2:11][CH2:10][CH2:9]2)=[O:7])=[CH:4][C:3]=1[N+:16]([O-:18])=O.[N-:19]=[N+]=[N-].[Na+], predict the reaction product. The product is: [N:19]1[O:18][N:16]=[C:3]2[CH:4]=[C:5]([C:6]([N:8]3[CH2:13][CH2:12][CH2:11][CH2:10][CH2:9]3)=[O:7])[CH:14]=[CH:15][C:2]=12. (6) Given the reactants [NH2:1]C1C=NC2C(C=1NCCCCC(OCC)=O)=CC=CC=2.C(OCC(Cl)=O)C.[CH2:29]([O:31][CH2:32][C:33]1[N:34]([CH2:46][CH2:47][CH2:48][CH2:49][C:50](OCC)=[O:51])[C:35]2[C:44]3[CH:43]=[CH:42][CH:41]=[CH:40][C:39]=3[N:38]=[CH:37][C:36]=2[N:45]=1)[CH3:30].C([O-])(=O)C.[NH4+].[OH-].[Na+], predict the reaction product. The product is: [CH2:29]([O:31][CH2:32][C:33]1[N:34]([CH2:46][CH2:47][CH2:48][CH2:49][C:50]([NH2:1])=[O:51])[C:35]2[C:44]3[CH:43]=[CH:42][CH:41]=[CH:40][C:39]=3[N:38]=[CH:37][C:36]=2[N:45]=1)[CH3:30]. (7) Given the reactants [C:1]([N:4]1[C:13]2[C:8](=[CH:9][C:10]([C:14](=[O:17])[NH:15][CH3:16])=[CH:11][CH:12]=2)[C@H:7]([NH:18]C(=O)OCC2C=CC=CC=2)[C@@H:6]([CH3:29])[C@@H:5]1[CH3:30])(=[O:3])[CH3:2], predict the reaction product. The product is: [C:1]([N:4]1[C:13]2[C:8](=[CH:9][C:10]([C:14]([NH:15][CH3:16])=[O:17])=[CH:11][CH:12]=2)[CH:7]([NH2:18])[CH:6]([CH3:29])[CH:5]1[CH3:30])(=[O:3])[CH3:2]. (8) Given the reactants [CH2:1]([O:3][C:4]([C:6]1[C:7](=[O:20])[N:8]([C:14]2[CH:19]=[CH:18][CH:17]=[CH:16][CH:15]=2)[C:9]([CH2:12]O)=[CH:10][CH:11]=1)=[O:5])[CH3:2].P(Br)(Br)Br.C(=O)([O-])[O-].[K+].[K+].[CH2:31]([SH:34])[CH2:32][CH3:33], predict the reaction product. The product is: [CH2:1]([O:3][C:4]([C:6]1[C:7](=[O:20])[N:8]([C:14]2[CH:19]=[CH:18][CH:17]=[CH:16][CH:15]=2)[C:9]([CH2:12][S:34][CH2:31][CH2:32][CH3:33])=[CH:10][CH:11]=1)=[O:5])[CH3:2]. (9) Given the reactants C([Li])CCC.[CH3:6][P:7](=[O:14])([O:11][CH2:12][CH3:13])[O:8][CH2:9][CH3:10].[C:15]([O:19][C:20]([N:22]1[CH2:26][CH2:25][C@H:24]([C:27](=[O:32])N(OC)C)[CH2:23]1)=[O:21])([CH3:18])([CH3:17])[CH3:16].O, predict the reaction product. The product is: [CH2:9]([O:8][P:7]([CH2:6][C:27]([CH:24]1[CH2:25][CH2:26][N:22]([C:20]([O:19][C:15]([CH3:18])([CH3:17])[CH3:16])=[O:21])[CH2:23]1)=[O:32])([O:11][CH2:12][CH3:13])=[O:14])[CH3:10]. (10) Given the reactants C1C=CC(N([S:8]([C:11]([F:14])([F:13])[F:12])(=[O:10])=[O:9])[S:8]([C:11]([F:14])([F:13])[F:12])(=[O:10])=[O:9])=CC=1.C(N(CC)CC)C.[CH2:29]([C:31]([C:42]1[CH:47]=[CH:46][C:45]([C:48]#[C:49][C:50]2([OH:56])[CH2:55][CH2:54][O:53][CH2:52][CH2:51]2)=[C:44]([CH3:57])[CH:43]=1)([C:34]1[CH:39]=[CH:38][C:37]([OH:40])=[C:36]([CH3:41])[CH:35]=1)[CH2:32][CH3:33])[CH3:30], predict the reaction product. The product is: [CH2:29]([C:31]([C:34]1[CH:39]=[CH:38][C:37]([O:40][S:8]([C:11]([F:14])([F:13])[F:12])(=[O:10])=[O:9])=[C:36]([CH3:41])[CH:35]=1)([C:42]1[CH:47]=[CH:46][C:45]([C:48]#[C:49][C:50]2([OH:56])[CH2:51][CH2:52][O:53][CH2:54][CH2:55]2)=[C:44]([CH3:57])[CH:43]=1)[CH2:32][CH3:33])[CH3:30].